From a dataset of TCR-epitope binding with 47,182 pairs between 192 epitopes and 23,139 TCRs. Binary Classification. Given a T-cell receptor sequence (or CDR3 region) and an epitope sequence, predict whether binding occurs between them. (1) The epitope is NLVPMVATV. The TCR CDR3 sequence is CASSLDRGSSYEQYF. Result: 1 (the TCR binds to the epitope). (2) The epitope is IPSINVHHY. The TCR CDR3 sequence is CASSYPFGGAWDEQFF. Result: 1 (the TCR binds to the epitope). (3) The epitope is AVFDRKSDAK. The TCR CDR3 sequence is CASSGGASGIYNEQFF. Result: 1 (the TCR binds to the epitope). (4) The epitope is RLRAEAQVK. The TCR CDR3 sequence is CASAGGNQPQHF. Result: 1 (the TCR binds to the epitope). (5) The epitope is HPKVSSEVHI. The TCR CDR3 sequence is CSATDRASGIEQYF. Result: 1 (the TCR binds to the epitope). (6) The epitope is HPVGEADYFEY. The TCR CDR3 sequence is CASSSGTASEQYF. Result: 0 (the TCR does not bind to the epitope). (7) The epitope is MPASWVMRI. The TCR CDR3 sequence is CASSLDGWAPSPDEQFF. Result: 0 (the TCR does not bind to the epitope).